Task: Predict the product of the given reaction.. Dataset: Forward reaction prediction with 1.9M reactions from USPTO patents (1976-2016) (1) Given the reactants [CH3:1][O:2][C:3]1[CH:4]=[C:5]([C:9]2[CH:10]=[N:11][C:12]([N:16]3[CH2:21][CH2:20][O:19][CH2:18][CH2:17]3)=[CH:13][C:14]=2[NH2:15])[CH:6]=[N:7][CH:8]=1.Cl[C:23]1[C:32]2[C:27](=[CH:28][C:29]([F:33])=[CH:30][CH:31]=2)[N:26]=[C:25]([C:34]2[CH:39]=[CH:38][CH:37]=[CH:36][N:35]=2)[C:24]=1[CH3:40].C1(P(C2CCCCC2)C2C=CC=CC=2C2C(C(C)C)=CC(C(C)C)=CC=2C(C)C)CCCCC1.CC(C)([O-])C.[Na+], predict the reaction product. The product is: [F:33][C:29]1[CH:28]=[C:27]2[C:32]([C:23]([NH:15][C:14]3[CH:13]=[C:12]([N:16]4[CH2:21][CH2:20][O:19][CH2:18][CH2:17]4)[N:11]=[CH:10][C:9]=3[C:5]3[CH:6]=[N:7][CH:8]=[C:3]([O:2][CH3:1])[CH:4]=3)=[C:24]([CH3:40])[C:25]([C:34]3[CH:39]=[CH:38][CH:37]=[CH:36][N:35]=3)=[N:26]2)=[CH:31][CH:30]=1. (2) Given the reactants Br.Br[C:3]1[C:8](=[O:9])[N:7]2[CH:10]=[CH:11][CH:12]=[CH:13][C:6]2=[N:5][C:4]=1[CH2:14][CH3:15].BrC1C(=O)N2C=CC=CC2=NC=1CCCC.[Cl:32][C:33]1[CH:38]=[CH:37][C:36](B(O)O)=[CH:35][CH:34]=1.COC1C=CC(B(O)O)=CC=1, predict the reaction product. The product is: [Cl:32][C:33]1[CH:38]=[CH:37][C:36]([C:3]2[C:8](=[O:9])[N:7]3[CH:10]=[CH:11][CH:12]=[CH:13][C:6]3=[N:5][C:4]=2[CH2:14][CH3:15])=[CH:35][CH:34]=1. (3) Given the reactants C(N)(C)C.C([Li])CCC.[Li+].CC([N-]C(C)C)C.[CH3:18][O:19][C:20]([CH:22]1[CH2:27][CH2:26][N:25]([C:28]([O:30][C:31]([CH3:34])([CH3:33])[CH3:32])=[O:29])[CH2:24][CH2:23]1)=[O:21].[Cl:35][C:36]1[CH:43]=[CH:42][C:39]([CH2:40]Cl)=[CH:38][CH:37]=1.[Cl-].[NH4+], predict the reaction product. The product is: [CH3:18][O:19][C:20]([C:22]1([CH2:40][C:39]2[CH:42]=[CH:43][C:36]([Cl:35])=[CH:37][CH:38]=2)[CH2:23][CH2:24][N:25]([C:28]([O:30][C:31]([CH3:34])([CH3:33])[CH3:32])=[O:29])[CH2:26][CH2:27]1)=[O:21]. (4) Given the reactants [Cl:1][C:2]1[C:7]([N+:8]([O-:10])=[O:9])=[CH:6][CH:5]=[C:4]([Cl:11])[C:3]=1[S:12](Cl)(=[O:14])=[O:13].[N:16]1([C:22]([O:24][C:25]([CH3:28])([CH3:27])[CH3:26])=[O:23])[CH2:21][CH2:20][NH:19][CH2:18][CH2:17]1.C(N(CC)CC)C, predict the reaction product. The product is: [C:25]([O:24][C:22]([N:16]1[CH2:21][CH2:20][N:19]([S:12]([C:3]2[C:4]([Cl:11])=[CH:5][CH:6]=[C:7]([N+:8]([O-:10])=[O:9])[C:2]=2[Cl:1])(=[O:14])=[O:13])[CH2:18][CH2:17]1)=[O:23])([CH3:28])([CH3:26])[CH3:27]. (5) Given the reactants [N:1]1([C:7]2[S:8][CH2:9][C:10](=[O:12])[N:11]=2)[CH2:6][CH2:5][O:4][CH2:3][CH2:2]1.[O:13]([C:20]1[CH:21]=[C:22]([CH:25]=[CH:26][CH:27]=1)C=O)[C:14]1[CH:19]=[CH:18][CH:17]=[CH:16][CH:15]=1.[C:28]([O-])(=O)C.[Na+], predict the reaction product. The product is: [N:1]1([C:7]2[S:8][C:9](=[CH:28][C:25]3[CH:26]=[CH:27][C:20]([O:13][C:14]4[CH:15]=[CH:16][CH:17]=[CH:18][CH:19]=4)=[CH:21][CH:22]=3)[C:10](=[O:12])[N:11]=2)[CH2:2][CH2:3][O:4][CH2:5][CH2:6]1. (6) Given the reactants [F:1][C:2]([F:7])([F:6])[C:3]([OH:5])=[O:4].Br[C:9]1[CH:10]=[C:11]([C:15]2[C:19]([C:20]3[N:21]=[C:22]([CH:25]4[CH2:29][CH2:28][CH2:27][N:26]4[C:30](=[O:37])[CH2:31][C:32]4[S:33][CH:34]=[CH:35][CH:36]=4)[S:23][CH:24]=3)=[C:18]([CH3:38])[O:17][N:16]=2)[CH:12]=[CH:13][CH:14]=1.[C:39]([C:42]1[CH:47]=[CH:46][C:45](B(O)O)=[CH:44][CH:43]=1)([OH:41])=[O:40], predict the reaction product. The product is: [F:1][C:2]([F:7])([F:6])[C:3]([OH:5])=[O:4].[CH3:38][C:18]1[O:17][N:16]=[C:15]([C:11]2[CH:10]=[C:9]([C:45]3[CH:46]=[CH:47][C:42]([C:39]([OH:41])=[O:40])=[CH:43][CH:44]=3)[CH:14]=[CH:13][CH:12]=2)[C:19]=1[C:20]1[N:21]=[C:22]([CH:25]2[CH2:29][CH2:28][CH2:27][N:26]2[C:30](=[O:37])[CH2:31][C:32]2[S:33][CH:34]=[CH:35][CH:36]=2)[S:23][CH:24]=1. (7) Given the reactants Cl[C:2]1[C:3]([NH2:9])=[N:4][CH:5]=[N:6][C:7]=1Cl.[O:10]([C:17]1[CH:22]=[CH:21][C:20](B(O)O)=[CH:19][CH:18]=1)[C:11]1[CH:16]=[CH:15][CH:14]=[CH:13][CH:12]=1.[OH:26][CH:27]1[CH2:40][C:29]2([CH2:32][N:31]([C:33]([O:35]C(C)(C)C)=O)[CH2:30]2)[CH2:28]1.[F:41][C:42]1([F:52])[CH2:45][N:44]([CH2:46]/[CH:47]=[CH:48]/C(O)=O)[CH2:43]1, predict the reaction product. The product is: [NH2:9][C:3]1[N:4]=[CH:5][N:6]=[C:7]([O:26][CH:27]2[CH2:28][C:29]3([CH2:30][N:31]([C:33](=[O:35])/[CH:48]=[CH:47]/[CH2:46][N:44]4[CH2:45][C:42]([F:52])([F:41])[CH2:43]4)[CH2:32]3)[CH2:40]2)[C:2]=1[C:14]1[CH:15]=[CH:16][C:11]([O:10][C:17]2[CH:22]=[CH:21][CH:20]=[CH:19][CH:18]=2)=[CH:12][CH:13]=1.